This data is from Merck oncology drug combination screen with 23,052 pairs across 39 cell lines. The task is: Regression. Given two drug SMILES strings and cell line genomic features, predict the synergy score measuring deviation from expected non-interaction effect. (1) Drug 1: NC1(c2ccc(-c3nc4ccn5c(=O)[nH]nc5c4cc3-c3ccccc3)cc2)CCC1. Drug 2: Cn1cc(-c2cnn3c(N)c(Br)c(C4CCCNC4)nc23)cn1. Cell line: T47D. Synergy scores: synergy=-20.4. (2) Drug 1: CN(C)C(=N)N=C(N)N. Drug 2: COC1=C2CC(C)CC(OC)C(O)C(C)C=C(C)C(OC(N)=O)C(OC)C=CC=C(C)C(=O)NC(=CC1=O)C2=O. Cell line: SKMES1. Synergy scores: synergy=8.01.